Task: Predict the reactants needed to synthesize the given product.. Dataset: Full USPTO retrosynthesis dataset with 1.9M reactions from patents (1976-2016) (1) Given the product [CH3:12][N:11]1[C:7]([C:17]([CH:19]2[CH2:24][CH2:23][O:22][CH2:21][CH2:20]2)=[O:18])=[CH:8][N:9]=[C:10]1[CH3:13], predict the reactants needed to synthesize it. The reactants are: [Li]CCCC.Br[C:7]1[N:11]([CH3:12])[C:10]([CH3:13])=[N:9][CH:8]=1.CON(C)[C:17]([CH:19]1[CH2:24][CH2:23][O:22][CH2:21][CH2:20]1)=[O:18]. (2) Given the product [CH2:3]([C:18]1[CH:25]=[CH:24][C:21]([C:22]#[N:23])=[CH:20][CH:19]=1)[CH:2]=[CH2:1], predict the reactants needed to synthesize it. The reactants are: [CH2:1]([Sn](CCCC)(CCCC)CCCC)[CH:2]=[CH2:3].I[C:18]1[CH:25]=[CH:24][C:21]([C:22]#[N:23])=[CH:20][CH:19]=1.[F-].[K+]. (3) Given the product [C:1]1([C:7]#[C:8][C:15]2[CH:20]=[CH:19][CH:18]=[CH:17][CH:16]=2)[CH:6]=[CH:5][CH:4]=[CH:3][CH:2]=1, predict the reactants needed to synthesize it. The reactants are: [C:1]1([C:7]#[CH:8])[CH:6]=[CH:5][CH:4]=[CH:3][CH:2]=1.C([Li])CCC.C(#N)[C:15]1[CH:20]=[CH:19][CH:18]=[CH:17][CH:16]=1.CCCCCCCCCCCCC. (4) Given the product [F:7][CH:11]1[CH2:16][CH2:15][CH2:14][CH2:13][CH:12]1[C:17]1[C:18]2[S:24][C:23]([C:25]([O:27][CH3:28])=[O:26])=[CH:22][C:19]=2[NH:20][CH:21]=1, predict the reactants needed to synthesize it. The reactants are: C(N(S(F)(F)[F:7])CC)C.O[CH:11]1[CH2:16][CH2:15][CH2:14][CH2:13][CH:12]1[C:17]1[C:18]2[S:24][C:23]([C:25]([O:27][CH3:28])=[O:26])=[CH:22][C:19]=2[NH:20][CH:21]=1.C([O-])(O)=O.[Na+]. (5) Given the product [O:9]=[C:10]1[C:15]([NH:16][C:17]2[N:25]=[C:24]3[C:20]([NH:21][C:22](=[O:32])[N:23]3[CH:26]3[CH2:27][CH2:28][O:29][CH2:30][CH2:31]3)=[CH:19][N:18]=2)=[CH:14][CH:13]=[CH:12][NH:11]1, predict the reactants needed to synthesize it. The reactants are: [I-].[Na+].C[Si](Cl)(C)C.C[O:9][C:10]1[C:15]([NH:16][C:17]2[N:25]=[C:24]3[C:20]([NH:21][C:22](=[O:32])[N:23]3[CH:26]3[CH2:31][CH2:30][O:29][CH2:28][CH2:27]3)=[CH:19][N:18]=2)=[CH:14][CH:13]=[CH:12][N:11]=1. (6) Given the product [F:1][C:2]1[CH:3]=[C:4]([CH:16]=[C:17]([F:19])[CH:18]=1)[CH2:5][O:6][C@@H:7]([C@@H:12]([CH3:15])[CH2:13][CH3:14])[CH:8]=[O:9], predict the reactants needed to synthesize it. The reactants are: [F:1][C:2]1[CH:3]=[C:4]([CH:16]=[C:17]([F:19])[CH:18]=1)[CH2:5][O:6][C@@H:7]([C@@H:12]([CH3:15])[CH2:13][CH3:14])[C:8](OC)=[O:9]. (7) Given the product [OH:32][C@H:33]1[C@@H:40]2[N:36]([C:37](=[O:54])[N:38]([C:42]3[C:51]4[O:8][CH2:7][CH2:6][O:11][C:46]=4[C:45]([C:52]#[N:53])=[CH:44][CH:43]=3)[C:39]2=[O:41])[CH2:35][CH2:34]1, predict the reactants needed to synthesize it. The reactants are: BrC1[C:7]2[O:8]CC[O:11][C:6]=2C(NC(=O)C)=CC=1.C(C1C2CCCCC=2C(NC(=O)C)=CC=1)#N.[OH:32][C@H:33]1[C@@H:40]2[N:36]([C:37](=[O:54])[N:38]([C:42]3[C:51]4CCCC[C:46]=4[C:45]([C:52]#[N:53])=[CH:44][CH:43]=3)[C:39]2=[O:41])[CH2:35][CH2:34]1.C(O)(C)C. (8) Given the product [CH2:1]([O:5][C:6]1[CH:15]=[C:14]2[C:9]([C:10]([CH:18]([CH3:19])[CH3:20])=[CH:11][C:12]([CH3:17])([CH3:16])[O:13]2)=[CH:8][C:7]=1/[C:21](/[CH3:29])=[C:22](/[F:28])\[CH2:23][OH:24])[CH2:2][CH2:3][CH3:4], predict the reactants needed to synthesize it. The reactants are: [CH2:1]([O:5][C:6]1[CH:15]=[C:14]2[C:9]([C:10]([CH:18]([CH3:20])[CH3:19])=[CH:11][C:12]([CH3:17])([CH3:16])[O:13]2)=[CH:8][C:7]=1/[C:21](/[CH3:29])=[C:22](/[F:28])\[C:23](OCC)=[O:24])[CH2:2][CH2:3][CH3:4].[H-].C([Al+]CC(C)C)C(C)C. (9) Given the product [CH3:13][C:12]([S:9]([NH2:8])(=[O:11])=[O:10])([CH2:14][CH:15]=[CH2:16])[CH3:17], predict the reactants needed to synthesize it. The reactants are: COC1C=CC(C[N:8](CC2C=CC(OC)=CC=2)[S:9]([C:12]([CH3:17])([CH2:14][CH:15]=[CH2:16])[CH3:13])(=[O:11])=[O:10])=CC=1.C1(SC)C=CC=CC=1.FC(F)(F)C(O)=O.